Task: Predict the reactants needed to synthesize the given product.. Dataset: Full USPTO retrosynthesis dataset with 1.9M reactions from patents (1976-2016) (1) Given the product [Cl:1][C:2]1[CH:3]=[CH:4][C:5]([NH:12][C:13]([C:15]2[CH:20]=[CH:19][CH:18]=[C:17]([C:36]#[C:35][CH:29]3[CH2:34][CH2:33][CH2:32][CH2:31][CH2:30]3)[CH:16]=2)=[O:14])=[C:6]([CH:11]=1)[C:7]([O:9][CH3:10])=[O:8], predict the reactants needed to synthesize it. The reactants are: [Cl:1][C:2]1[CH:3]=[CH:4][C:5]([NH:12][C:13]([C:15]2[CH:20]=[CH:19][CH:18]=[C:17](I)[CH:16]=2)=[O:14])=[C:6]([CH:11]=1)[C:7]([O:9][CH3:10])=[O:8].C(N(CC)CC)C.[CH:29]1([C:35]#[CH:36])[CH2:34][CH2:33][CH2:32][CH2:31][CH2:30]1. (2) Given the product [CH3:27][O:26][C:22]1[CH:21]=[C:20]([NH:19][C:17]([C:15]2[NH:14][N:13]=[C:12]([NH:11][C:4]3[C:5]4[O:10][CH:9]=[CH:8][C:6]=4[N:7]=[C:2]([N:29]4[CH2:33][CH2:32][CH2:31][CH:30]4[C:34]4[CH:39]=[CH:38][CH:37]=[CH:36][N:35]=4)[N:3]=3)[CH:16]=2)=[O:18])[CH:25]=[CH:24][CH:23]=1, predict the reactants needed to synthesize it. The reactants are: Cl[C:2]1[N:3]=[C:4]([NH:11][C:12]2[CH:16]=[C:15]([C:17]([NH:19][C:20]3[CH:25]=[CH:24][CH:23]=[C:22]([O:26][CH3:27])[CH:21]=3)=[O:18])[NH:14][N:13]=2)[C:5]2[O:10][CH:9]=[CH:8][C:6]=2[N:7]=1.Cl.[NH:29]1[CH2:33][CH2:32][CH2:31][CH:30]1[C:34]1[CH:39]=[CH:38][CH:37]=[CH:36][N:35]=1.CCN(C(C)C)C(C)C. (3) Given the product [F:23][C:22]([F:25])([F:24])[C:19]1[CH:20]=[CH:21][C:16]([O:1][C:2]2[CH:7]=[CH:6][C:5]([OH:8])=[CH:4][CH:3]=2)=[N:17][CH:18]=1, predict the reactants needed to synthesize it. The reactants are: [OH:1][C:2]1[CH:7]=[CH:6][C:5]([OH:8])=[CH:4][CH:3]=1.C(=O)([O-])[O-].[K+].[K+].Cl[C:16]1[CH:21]=[CH:20][C:19]([C:22]([F:25])([F:24])[F:23])=[CH:18][N:17]=1.O.